From a dataset of Forward reaction prediction with 1.9M reactions from USPTO patents (1976-2016). Predict the product of the given reaction. (1) Given the reactants Br[C:2]1[N:6]([CH2:7][C:8]2[CH:13]=[CH:12][C:11]([O:14][CH3:15])=[CH:10][CH:9]=2)[N:5]=[C:4]([F:16])[N:3]=1.CC([O-])(C)C.[Na+].[Cl:23][C:24]1[CH:25]=[C:26]([CH:28]=[C:29]([Cl:31])[CH:30]=1)[NH2:27], predict the reaction product. The product is: [Cl:23][C:24]1[CH:25]=[C:26]([NH:27][C:2]2[N:6]([CH2:7][C:8]3[CH:13]=[CH:12][C:11]([O:14][CH3:15])=[CH:10][CH:9]=3)[N:5]=[C:4]([F:16])[N:3]=2)[CH:28]=[C:29]([Cl:31])[CH:30]=1. (2) Given the reactants CN1[C@@H](CC2C3C=C(CCS(C4C=CC=CC=4)(=O)=O)C=CC=3NC=2)CCC1.[C:28]([N:31]1[C:39]2[C:34](=[CH:35][C:36]([CH2:40][CH2:41][S:42]([C:45]3[CH:50]=[CH:49][CH:48]=[CH:47][CH:46]=3)(=[O:44])=[O:43])=[CH:37][CH:38]=2)[C:33]([CH2:51][C@H:52]2[CH2:56][CH2:55][CH2:54][N:53]2[CH3:57])=[CH:32]1)(=[O:30])[CH3:29].BrC1C=C2C(=CC=1)NC=C2C[C@H]1CCCN1C.C(N1C2C(=CC(Br)=CC=2)C(C[C@H]2CCCN2C)=C1)(=O)C.C(S(C1C=CC=CC=1)(=O)=O)=C, predict the reaction product. The product is: [C:28]([N:31]1[C:39]2[C:34](=[CH:35][C:36]([CH:40]=[CH:41][S:42]([C:45]3[CH:46]=[CH:47][CH:48]=[CH:49][CH:50]=3)(=[O:43])=[O:44])=[CH:37][CH:38]=2)[C:33]([CH2:51][C@H:52]2[CH2:56][CH2:55][CH2:54][N:53]2[CH3:57])=[CH:32]1)(=[O:30])[CH3:29]. (3) Given the reactants [NH:1]([C:13]([O:15][CH2:16][C:17]1[CH:22]=[CH:21][CH:20]=[CH:19][CH:18]=1)=[O:14])[C@H:2]([C:10](N)=[O:11])[CH2:3][C:4]1[CH:9]=[CH:8][CH:7]=[CH:6][CH:5]=1.[N:23]1C(Cl)=NC(Cl)=N[C:24]=1Cl.O.C(OCC)(=O)C, predict the reaction product. The product is: [NH:1]([C:13]([O:15][CH2:16][C:17]1[CH:22]=[CH:21][CH:20]=[CH:19][CH:18]=1)=[O:14])[C@H:2]([C:10]([C:24]#[N:23])=[O:11])[CH2:3][C:4]1[CH:9]=[CH:8][CH:7]=[CH:6][CH:5]=1. (4) Given the reactants [C:1]([C:4]1[CH:9]=[CH:8][N:7]=[CH:6][CH:5]=1)(=[O:3])[CH3:2], predict the reaction product. The product is: [CH3:2][C@H:1]([C:4]1[CH:9]=[CH:8][N:7]=[CH:6][CH:5]=1)[OH:3].